From a dataset of Full USPTO retrosynthesis dataset with 1.9M reactions from patents (1976-2016). Predict the reactants needed to synthesize the given product. (1) Given the product [NH2:16][C:13]1[CH:12]=[C:11]([CH2:10][CH2:9][OH:8])[NH:15][N:14]=1, predict the reactants needed to synthesize it. The reactants are: COC1C=CC(C[O:8][CH2:9][CH2:10][C:11]2[NH:15][N:14]=[C:13]([NH2:16])[CH:12]=2)=CC=1. (2) Given the product [N:12]1[CH:13]=[CH:14][CH:15]=[C:10]([CH2:9][N:6]2[CH:7]=[CH:8][C:4]([NH2:1])=[N:5]2)[CH:11]=1, predict the reactants needed to synthesize it. The reactants are: [N+:1]([C:4]1[CH:8]=[CH:7][N:6]([CH2:9][C:10]2[CH:11]=[N:12][CH:13]=[CH:14][CH:15]=2)[N:5]=1)([O-])=O.NN. (3) Given the product [OH:2][CH2:1][CH2:4][C:5]1[CH:6]=[C:7]([CH2:11][CH2:12][OH:13])[CH:8]=[CH:9][CH:10]=1, predict the reactants needed to synthesize it. The reactants are: [C:1]([CH2:4][C:5]1[CH:6]=[C:7]([CH2:11][C:12](O)=[O:13])[CH:8]=[CH:9][CH:10]=1)(O)=[O:2].CSC.B. (4) Given the product [C:14]([C:11]1[CH:12]=[CH:13][C:8]2[N:7]=[C:25]([C:27]3[CH:32]=[CH:31][CH:30]=[C:29]([Cl:33])[CH:28]=3)[CH2:24][C:23](=[O:34])[NH:22][C:9]=2[CH:10]=1)(=[O:21])[C:15]1[CH:20]=[CH:19][CH:18]=[CH:17][CH:16]=1, predict the reactants needed to synthesize it. The reactants are: C(OC(=O)[NH:7][C:8]1[CH:13]=[CH:12][C:11]([C:14](=[O:21])[C:15]2[CH:20]=[CH:19][CH:18]=[CH:17][CH:16]=2)=[CH:10][C:9]=1[NH:22][C:23](=[O:34])[CH2:24][C:25]([C:27]1[CH:32]=[CH:31][CH:30]=[C:29]([Cl:33])[CH:28]=1)=O)(C)(C)C.C(O)(C(F)(F)F)=O. (5) Given the product [CH2:1]([O:3][C:4]1[CH:5]=[C:6]([CH:9]=[C:10]([F:15])[C:11]=1[OH:12])[CH:7]=[O:8])[CH3:2], predict the reactants needed to synthesize it. The reactants are: [CH2:1]([O:3][C:4]1[CH:5]=[C:6]([CH:9]=[C:10]([F:15])[C:11]=1[O:12]CC)[CH:7]=[O:8])[CH3:2].[Al+3].[Cl-].[Cl-].[Cl-].N1C=CC=CC=1. (6) Given the product [Cl:29][C:30]1[CH:38]=[C:37]2[C:33]([C:34]([CH2:39][CH2:40][N:41]3[C:15](=[O:17])[C:14]([OH:13])=[C:20]([C:21](=[O:28])[C:22]4[CH:27]=[CH:26][CH:25]=[N:24][CH:23]=4)[CH:1]3[C:3]3[CH:12]=[CH:11][C:6]([C:7]([O:9][CH3:10])=[O:8])=[CH:5][CH:4]=3)=[CH:35][NH:36]2)=[CH:32][CH:31]=1, predict the reactants needed to synthesize it. The reactants are: [CH:1]([C:3]1[CH:12]=[CH:11][C:6]([C:7]([O:9][CH3:10])=[O:8])=[CH:5][CH:4]=1)=O.[OH:13]/[C:14](=[CH:20]\[C:21](=[O:28])[C:22]1[CH:23]=[N:24][CH:25]=[CH:26][CH:27]=1)/[C:15]([O:17]CC)=O.[Cl:29][C:30]1[CH:38]=[C:37]2[C:33]([C:34]([CH2:39][CH2:40][NH2:41])=[CH:35][NH:36]2)=[CH:32][CH:31]=1. (7) Given the product [NH2:1][C:2]1[C:7]([F:8])=[C:6]([C:22]2[CH:21]=[CH:20][C:19]3[S:15][CH:16]=[N:17][C:18]=3[CH:23]=2)[N:5]=[C:4]([C:10]([O:12][CH3:13])=[O:11])[C:3]=1[Cl:14], predict the reactants needed to synthesize it. The reactants are: [NH2:1][C:2]1[C:7]([F:8])=[C:6](Br)[N:5]=[C:4]([C:10]([O:12][CH3:13])=[O:11])[C:3]=1[Cl:14].[S:15]1[C:19]2[CH:20]=[CH:21][C:22](B(O)O)=[CH:23][C:18]=2[N:17]=[CH:16]1.[F-].[K+].CC#N. (8) Given the product [Cl:8][C:6]1[CH:7]=[C:2]([N:9]2[CH:13]=[CH:12][N:11]=[CH:10]2)[N:3]=[CH:4][N:5]=1, predict the reactants needed to synthesize it. The reactants are: Cl[C:2]1[CH:7]=[C:6]([Cl:8])[N:5]=[CH:4][N:3]=1.[NH:9]1[CH:13]=[CH:12][N:11]=[CH:10]1.C(=O)([O-])[O-].[K+].[K+].O. (9) Given the product [CH3:1][C:2]1([CH3:26])[CH2:6][C:5]2[CH:7]=[CH:8][CH:9]=[C:10]([CH2:11][N:12]([C:13]3[CH:18]=[CH:17][CH:16]=[CH:15][C:14]=3[O:19][C:20]3[CH:25]=[CH:24][CH:23]=[CH:22][CH:21]=3)[C:29](=[O:30])[CH2:28][F:27])[C:4]=2[O:3]1, predict the reactants needed to synthesize it. The reactants are: [CH3:1][C:2]1([CH3:26])[CH2:6][C:5]2[CH:7]=[CH:8][CH:9]=[C:10]([CH2:11][NH:12][C:13]3[CH:18]=[CH:17][CH:16]=[CH:15][C:14]=3[O:19][C:20]3[CH:25]=[CH:24][CH:23]=[CH:22][CH:21]=3)[C:4]=2[O:3]1.[F:27][CH2:28][C:29](Cl)=[O:30]. (10) Given the product [Br:1][C:2]1[CH:3]=[C:4]2[C:9](=[CH:10][CH:11]=1)[N:8]=[C:7]([O:12][CH2:26][CH3:27])[C:6]([O:13][C:14]1[CH:15]=[CH:16][C:17]([Cl:20])=[CH:18][CH:19]=1)=[C:5]2[C:21]([F:23])([F:22])[F:24], predict the reactants needed to synthesize it. The reactants are: [Br:1][C:2]1[CH:3]=[C:4]2[C:9](=[CH:10][CH:11]=1)[NH:8][C:7](=[O:12])[C:6]([O:13][C:14]1[CH:19]=[CH:18][C:17]([Cl:20])=[CH:16][CH:15]=1)=[C:5]2[C:21]([F:24])([F:23])[F:22].[O-][CH2:26][CH3:27].[Na+].